Dataset: Full USPTO retrosynthesis dataset with 1.9M reactions from patents (1976-2016). Task: Predict the reactants needed to synthesize the given product. (1) Given the product [CH3:19][O:18][C:11]1[CH:12]=[CH:13][CH:14]=[C:15]([O:16][CH3:17])[C:10]=1[CH:2]1[N:1]([CH2:32][C:30]2[CH:29]=[CH:28][CH:27]=[C:26]([C:20]3[CH:25]=[CH:24][CH:23]=[CH:22][CH:21]=3)[N:31]=2)[C:6](=[O:8])[CH2:5][CH2:4][CH2:3]1, predict the reactants needed to synthesize it. The reactants are: [NH2:1][CH:2]([C:10]1[C:15]([O:16][CH3:17])=[CH:14][CH:13]=[CH:12][C:11]=1[O:18][CH3:19])[CH2:3][CH2:4][CH2:5][C:6]([O:8]C)=O.[C:20]1([C:26]2[N:31]=[C:30]([CH:32]=O)[CH:29]=[CH:28][CH:27]=2)[CH:25]=[CH:24][CH:23]=[CH:22][CH:21]=1. (2) Given the product [NH:1]1[C:9]2[C:4](=[CH:5][CH:6]=[CH:7][CH:8]=2)[C:3]([CH2:10][N:15]2[CH2:14][CH2:13][N:12]([C:18]3[CH:19]=[CH:20][C:21]4[N:22]([C:24]([C:27]([F:28])([F:29])[F:30])=[N:25][N:26]=4)[N:23]=3)[CH2:17][CH2:16]2)=[N:2]1, predict the reactants needed to synthesize it. The reactants are: [NH:1]1[C:9]2[C:4](=[CH:5][CH:6]=[CH:7][CH:8]=2)[C:3]([CH:10]=O)=[N:2]1.[N:12]1([C:18]2[CH:19]=[CH:20][C:21]3[N:22]([C:24]([C:27]([F:30])([F:29])[F:28])=[N:25][N:26]=3)[N:23]=2)[CH2:17][CH2:16][NH:15][CH2:14][CH2:13]1.C(O)(=O)C. (3) Given the product [C:25]([O:35][CH:12]([N:13]=[C:14]=[O:20])[CH2:11][C:3]1[CH:4]=[CH:5][C:6]([CH:8]([CH3:9])[CH3:10])=[CH:7][C:2]=1[NH:1][C:28](=[O:34])[C:29]([O:31][CH2:32][CH3:33])=[O:30])([CH3:24])([CH3:26])[CH3:37], predict the reactants needed to synthesize it. The reactants are: [NH2:1][C:2]1[CH:7]=[C:6]([CH:8]([CH3:10])[CH3:9])[CH:5]=[CH:4][C:3]=1[CH2:11][CH2:12][NH:13][C:14](=[O:20])OC(C)(C)C.N1[CH:26]=[CH:25][CH:24]=CC=1.Cl[C:28](=[O:34])[C:29]([O:31][CH2:32][CH3:33])=[O:30].[OH2:35].Cl[CH2:37]Cl. (4) Given the product [CH3:1][C:2]1[CH:10]=[C:6]2[C:5](=[CH:4][CH:3]=1)[N:11]=[CH:12][C:13]([N+:14]([O-:16])=[O:15])=[C:7]2[OH:8], predict the reactants needed to synthesize it. The reactants are: [CH3:1][C:2]1[CH:3]=[CH:4][C:5]([NH:11][CH:12]=[CH:13][N+:14]([O-:16])=[O:15])=[C:6]([CH:10]=1)[C:7](O)=[O:8].C([O-])(=O)C.[K+].C(OC(=O)C)(=O)C. (5) Given the product [C:17]([C:8]1[C:7]([C:5]2[CH:4]=[N:3][N:2]([CH3:1])[CH:6]=2)=[CH:16][C:11]2[O:12][CH2:13][CH2:14][N:15]([C:20]3[C:24]4[CH2:25][N:26]([C:29]([O:31][C:32]([CH3:34])([CH3:35])[CH3:33])=[O:30])[CH2:27][CH2:28][C:23]=4[N:22]([CH:36]4[CH2:37][CH2:38][O:39][CH2:40][CH2:41]4)[N:21]=3)[C:10]=2[CH:9]=1)#[N:18], predict the reactants needed to synthesize it. The reactants are: [CH3:1][N:2]1[CH:6]=[C:5]([C:7]2[C:8]([C:17]#[N:18])=[CH:9][C:10]3[NH:15][CH2:14][CH2:13][O:12][C:11]=3[CH:16]=2)[CH:4]=[N:3]1.Br[C:20]1[C:24]2[CH2:25][N:26]([C:29]([O:31][C:32]([CH3:35])([CH3:34])[CH3:33])=[O:30])[CH2:27][CH2:28][C:23]=2[N:22]([CH:36]2[CH2:41][CH2:40][O:39][CH2:38][CH2:37]2)[N:21]=1.C(O[Na])(C)(C)C.C1(P(C2CCCCC2)C2C=CC=CC=2C2C(OC(C)C)=CC=CC=2OC(C)C)CCCCC1. (6) The reactants are: [C:1]([C:5]1[CH:10]=[CH:9][C:8]([N:11]2[C:15](=[O:16])[C:14]([CH3:18])([CH3:17])[N:13]([CH2:19][C:20]3[CH:25]=[CH:24][N:23]4[O:26][C:27](=S)[N:28]=[C:22]4[CH:21]=3)[C:12]2=[O:30])=[CH:7][CH:6]=1)([CH3:4])([CH3:3])[CH3:2].[CH2:31]1[N:36]([CH2:37][CH2:38][NH2:39])[CH2:35][CH2:34][O:33][CH2:32]1. Given the product [C:1]([C:5]1[CH:10]=[CH:9][C:8]([N:11]2[C:15](=[O:16])[C:14]([CH3:18])([CH3:17])[N:13]([CH2:19][C:20]3[CH:25]=[CH:24][N:23]=[C:22]([NH:28][C:27]([NH:39][CH2:38][CH2:37][N:36]4[CH2:31][CH2:32][O:33][CH2:34][CH2:35]4)=[O:26])[CH:21]=3)[C:12]2=[O:30])=[CH:7][CH:6]=1)([CH3:4])([CH3:3])[CH3:2], predict the reactants needed to synthesize it.